This data is from Hepatocyte clearance measurements from AstraZeneca. The task is: Regression/Classification. Given a drug SMILES string, predict its absorption, distribution, metabolism, or excretion properties. Task type varies by dataset: regression for continuous measurements (e.g., permeability, clearance, half-life) or binary classification for categorical outcomes (e.g., BBB penetration, CYP inhibition). For this dataset (clearance_hepatocyte_az), we predict log10(clearance) (log10 of the in vitro intrinsic clearance, CLint, in uL/min per 10^6 hepatocytes; values are censored to the assay range of 3 to 150, which is 0.477 to 2.18 on this log10 scale). (1) The molecule is Cc1nn(-c2ccccc2)c(NC(=O)NS(=O)(=O)c2ccc(Cl)cc2)c1C#N. The log10(clearance) is 1.33. (2) The molecule is CCC(C)(C)C[C@H](c1ccc(C(=O)O)c(Oc2cccc(Cl)c2)c1)N1CCC[C@H](n2cc(C)c(=O)[nH]c2=O)C1. The log10(clearance) is 2.07. (3) The molecule is Cc1cnc(Nc2ccc(F)cc2Cl)nc1-c1c[nH]c(C(=O)N[C@H](CO)c2cccc(Cl)c2)c1. The log10(clearance) is 0.930. (4) The drug is O=C(Nc1ccc(F)cc1)c1ccc(Cl)[n+]([O-])c1. The log10(clearance) is 2.17. (5) The log10(clearance) is 0.480. The compound is C[C@H](Oc1ccc(Cl)cc1CN1CCN(C(=O)Cc2ccc(Cl)cc2)[C@@H](C)C1)C(=O)O. (6) The compound is CCCSc1c(C(=O)NC2CCCCC2)cnn1-c1cccc(C(=O)O)c1. The log10(clearance) is 1.23. (7) The compound is COCCOc1nc(N)c2[nH]c(=O)n(Cc3cccc(CC(=O)OC)c3)c2n1. The log10(clearance) is 2.10. (8) The molecule is O=c1c2sccc2n(CC2COc3ccccc3O2)c(=O)n1O. The log10(clearance) is 1.17. (9) The compound is CC(C)C[C@H](CO)Nc1nc(S[C@@H](C)c2ccccc2F)nc2nc(N)sc12. The log10(clearance) is 1.49.